From a dataset of Full USPTO retrosynthesis dataset with 1.9M reactions from patents (1976-2016). Predict the reactants needed to synthesize the given product. Given the product [CH2:1]([O:8][C:9]1[C:17]([F:18])=[CH:16][C:15]([Br:19])=[C:14]2[C:10]=1[C:11]([CH2:22][C:21]([OH:25])=[O:27])=[CH:12][N:13]2[CH3:20])[C:2]1[CH:3]=[CH:4][CH:5]=[CH:6][CH:7]=1, predict the reactants needed to synthesize it. The reactants are: [CH2:1]([O:8][C:9]1[C:17]([F:18])=[CH:16][C:15]([Br:19])=[C:14]2[C:10]=1[CH:11]=[CH:12][N:13]2[CH3:20])[C:2]1[CH:7]=[CH:6][CH:5]=[CH:4][CH:3]=1.[C:21](Cl)(=[O:25])[C:22](Cl)=O.[OH2:27].NN.[OH-].[K+].Cl.